This data is from Catalyst prediction with 721,799 reactions and 888 catalyst types from USPTO. The task is: Predict which catalyst facilitates the given reaction. Reactant: [F:1][C:2]([F:39])([F:38])[C:3]1[CH:4]=[C:5]([CH:31]=[C:32]([C:34]([F:37])([F:36])[F:35])[CH:33]=1)[CH2:6][O:7][CH2:8][C@@:9]1([C:25]2[CH:30]=[CH:29][CH:28]=[CH:27][CH:26]=2)[CH2:13][CH2:12][C@H:11]([N:14]2C(=O)C3C(=CC=CC=3)C2=O)[CH2:10]1.NN. Product: [F:1][C:2]([F:38])([F:39])[C:3]1[CH:4]=[C:5]([CH:31]=[C:32]([C:34]([F:37])([F:36])[F:35])[CH:33]=1)[CH2:6][O:7][CH2:8][C@@:9]1([C:25]2[CH:30]=[CH:29][CH:28]=[CH:27][CH:26]=2)[CH2:13][CH2:12][C@H:11]([NH2:14])[CH2:10]1. The catalyst class is: 11.